This data is from Catalyst prediction with 721,799 reactions and 888 catalyst types from USPTO. The task is: Predict which catalyst facilitates the given reaction. (1) Reactant: [H-].[Na+].C1([C:30]2[CH:29]=[CH:28][C:27]3[N:26](C4C=C[C:25]5[NH:26][C:27]6[C:32]([C:33]=5C=4)=[CH:31][C:30]([N:26]4[C:25]5C=CC(C7C=CC=CC=7)=C[C:33]=5[C:32]5[C:27]4=[CH:28][CH:29]=[CH:30][CH:31]=5)=[CH:29][CH:28]=6)[C:25]4[C:33]([C:32]=3[CH:31]=2)=CC=CC=4)C=CC=CC=1.Cl[C:55]1[N:60]=[C:59]([C:61]2[CH:66]=[CH:65][CH:64]=[CH:63][CH:62]=2)[N:58]=[C:57]([C:67]2[CH:72]=[CH:71][CH:70]=[CH:69][CH:68]=2)[N:56]=1. Product: [C:29]1([C:55]2[N:60]=[C:59]([C:61]3[CH:66]=[CH:65][CH:64]=[CH:63][CH:62]=3)[N:58]=[C:57]([C:67]3[CH:72]=[CH:71][C:70]4[N:26]([C:30]5[CH:29]=[CH:28][C:27]6[NH:26][C:25]7[C:33]([C:32]=6[CH:31]=5)=[CH:25][C:33]([N:26]5[C:27]6[CH:28]=[CH:29][C:30]([C:55]8[N:60]=[C:59]([C:61]9[CH:62]=[CH:63][CH:64]=[CH:65][CH:66]=9)[N:58]=[C:57]([C:67]9[CH:68]=[CH:69][CH:70]=[CH:71][CH:72]=9)[N:56]=8)=[CH:31][C:32]=6[C:33]6[C:25]5=[CH:30][CH:29]=[CH:28][CH:27]=6)=[CH:32][CH:31]=7)[C:27]5[C:32]([C:69]=4[CH:68]=3)=[CH:31][CH:30]=[CH:29][CH:28]=5)[N:56]=2)[CH:28]=[CH:27][CH:32]=[CH:31][CH:30]=1. The catalyst class is: 3. (2) Reactant: [Br:1][C:2]1[C:10]2[C:9]([NH:11][C:12]3[CH:13]=[C:14]4[C:18](=[CH:19][C:20]=3[O:21][CH3:22])[NH:17][N:16]=[CH:15]4)=[N:8][CH:7]=[N:6][C:5]=2[NH:4][C:3]=1[C:23]([O:25]CC)=[O:24].C(O)C.[OH-].[Li+]. Product: [Br:1][C:2]1[C:10]2[C:9]([NH:11][C:12]3[CH:13]=[C:14]4[C:18](=[CH:19][C:20]=3[O:21][CH3:22])[NH:17][N:16]=[CH:15]4)=[N:8][CH:7]=[N:6][C:5]=2[NH:4][C:3]=1[C:23]([OH:25])=[O:24]. The catalyst class is: 12.